Dataset: Forward reaction prediction with 1.9M reactions from USPTO patents (1976-2016). Task: Predict the product of the given reaction. (1) Given the reactants [NH:1]1[CH2:6][CH2:5][CH2:4][C@H:3]([N:7]2[CH:11]=[C:10]([O:12][C:13]3[N:14]=[C:15]([OH:23])[C:16]4[CH:22]=[CH:21][N:20]=[CH:19][C:17]=4[N:18]=3)[CH:9]=[N:8]2)[CH2:2]1.[CH:24]1([C:27](Cl)=[O:28])[CH2:26][CH2:25]1, predict the reaction product. The product is: [CH:24]1([C:27]([N:1]2[CH2:6][CH2:5][CH2:4][C@H:3]([N:7]3[CH:11]=[C:10]([O:12][C:13]4[N:14]=[C:15]([OH:23])[C:16]5[CH:22]=[CH:21][N:20]=[CH:19][C:17]=5[N:18]=4)[CH:9]=[N:8]3)[CH2:2]2)=[O:28])[CH2:26][CH2:25]1. (2) Given the reactants [CH2:1]([O:4][C:5]1[CH:14]=[C:13]2[C:8]([CH:9]=[C:10]([C:19]([O:21][CH2:22][CH3:23])=[O:20])[CH:11]([C:15]([F:18])([F:17])[F:16])[O:12]2)=[CH:7][CH:6]=1)[CH2:2][CH3:3].[Cl:24]Cl, predict the reaction product. The product is: [Cl:24][C:6]1[CH:7]=[C:8]2[C:13](=[CH:14][C:5]=1[O:4][CH2:1][CH2:2][CH3:3])[O:12][CH:11]([C:15]([F:18])([F:16])[F:17])[C:10]([C:19]([O:21][CH2:22][CH3:23])=[O:20])=[CH:9]2. (3) Given the reactants [N:1]1[NH:2][C:3](=O)[CH:4]=[C:5]2[CH2:11][CH2:10][CH2:9][C:8]3[CH:12]=[CH:13][CH:14]=[CH:15][C:7]=3[C:6]=12.O=P(Cl)(Cl)[Cl:19], predict the reaction product. The product is: [Cl:19][C:3]1[N:2]=[N:1][C:6]2[C:7]3[CH:15]=[CH:14][CH:13]=[CH:12][C:8]=3[CH2:9][CH2:10][CH2:11][C:5]=2[CH:4]=1. (4) Given the reactants [Br:1][C:2]1[C:3](=O)[NH:4][C:5]([N:13]2[CH:17]=[CH:16][CH:15]=[N:14]2)=[N:6][C:7]=1[N:8]1[CH:12]=[CH:11][CH:10]=[N:9]1.S(Cl)([Cl:21])=O, predict the reaction product. The product is: [Br:1][C:2]1[C:3]([Cl:21])=[N:4][C:5]([N:13]2[CH:17]=[CH:16][CH:15]=[N:14]2)=[N:6][C:7]=1[N:8]1[CH:12]=[CH:11][CH:10]=[N:9]1. (5) Given the reactants [C:1]1(=[O:11])[NH:5][C:4](=[O:6])[C:3]2=[CH:7][CH:8]=[CH:9][CH:10]=[C:2]12.[K].CS(O[CH2:18][CH2:19][C@H:20]1[C@@H:27]2[C@@H:23]([O:24][C:25]([CH3:29])([CH3:28])[O:26]2)[O:22][C@@H:21]1[CH2:30][CH2:31][C:32]1[CH:37]=[CH:36][C:35]([C:38]2[CH:43]=[CH:42][C:41]([Cl:44])=[CH:40][CH:39]=2)=[CH:34][CH:33]=1)(=O)=O.C(OCC)(=O)C.O, predict the reaction product. The product is: [Cl:44][C:41]1[CH:42]=[CH:43][C:38]([C:35]2[CH:34]=[CH:33][C:32]([CH2:31][CH2:30][C@H:21]3[O:22][C@@H:23]4[O:24][C:25]([CH3:28])([CH3:29])[O:26][C@@H:27]4[C@@H:20]3[CH2:19][CH2:18][N:5]3[C:1](=[O:11])[C:2]4[C:3](=[CH:7][CH:8]=[CH:9][CH:10]=4)[C:4]3=[O:6])=[CH:37][CH:36]=2)=[CH:39][CH:40]=1. (6) Given the reactants [CH:1]1([NH:7][N:8]2[C:20]3[C:19]4[CH:18]=[CH:17][CH:16]=[CH:15][C:14]=4[N+:13]([O-])=[CH:12][C:11]=3[N:10]=[C:9]2[CH2:22][O:23][CH2:24][CH3:25])[CH2:6][CH2:5][CH2:4][CH2:3][CH2:2]1.[OH-].[NH4+:27].C1(C)C=CC(S(Cl)(=O)=O)=CC=1.CO, predict the reaction product. The product is: [CH:1]1([NH:7][N:8]2[C:20]3[C:19]4[CH:18]=[CH:17][CH:16]=[CH:15][C:14]=4[N:13]=[C:12]([NH2:27])[C:11]=3[N:10]=[C:9]2[CH2:22][O:23][CH2:24][CH3:25])[CH2:6][CH2:5][CH2:4][CH2:3][CH2:2]1. (7) Given the reactants [Cl:1][C:2]1[CH:3]=[C:4]2[C:9](=[CH:10][CH:11]=1)[N:8]=[CH:7][CH:6]=[C:5]2[CH2:12][N:13]1[C:21]([C:22]2[N:26]([CH3:27])[CH:25]=[C:24]([C:28]#[N:29])[CH:23]=2)=[C:20]2[C:15]([N:16]([CH2:32][CH:33]3[CH2:35][CH2:34]3)[C:17](=[O:31])[NH:18][C:19]2=O)=[N:14]1.P12(SP3(SP(SP(S3)(S1)=S)(=S)S2)=S)=[S:37], predict the reaction product. The product is: [Cl:1][C:2]1[CH:3]=[C:4]2[C:9](=[CH:10][CH:11]=1)[N:8]=[CH:7][CH:6]=[C:5]2[CH2:12][N:13]1[C:21]([C:22]2[N:26]([CH3:27])[CH:25]=[C:24]([C:28]#[N:29])[CH:23]=2)=[C:20]2[C:15]([N:16]([CH2:32][CH:33]3[CH2:35][CH2:34]3)[C:17](=[O:31])[NH:18][C:19]2=[S:37])=[N:14]1. (8) Given the reactants [NH2:1][C:2]1[CH:7]=[CH:6][C:5]([CH2:8][C@H:9]([N:12]([CH2:32][C:33]2[CH:38]=[CH:37][CH:36]=[CH:35][CH:34]=2)[CH2:13][C@H:14]([OH:31])[CH2:15][O:16][C:17]2[CH:22]=[CH:21][C:20]([O:23][CH2:24][C:25]3[CH:30]=[CH:29][CH:28]=[CH:27][CH:26]=3)=[CH:19][CH:18]=2)[CH2:10][OH:11])=[CH:4][CH:3]=1.[NH:39]1[CH:43]=[CH:42][CH:41]=[C:40]1[C:44](O)=[O:45].O.ON1C2C=CC=CC=2N=N1.Cl.CN(C)CCCN=C=NCC, predict the reaction product. The product is: [CH2:32]([N:12]([C@H:9]([CH2:10][OH:11])[CH2:8][C:5]1[CH:6]=[CH:7][C:2]([NH:1][C:44]([C:40]2[NH:39][CH:43]=[CH:42][CH:41]=2)=[O:45])=[CH:3][CH:4]=1)[CH2:13][C@H:14]([OH:31])[CH2:15][O:16][C:17]1[CH:22]=[CH:21][C:20]([O:23][CH2:24][C:25]2[CH:26]=[CH:27][CH:28]=[CH:29][CH:30]=2)=[CH:19][CH:18]=1)[C:33]1[CH:34]=[CH:35][CH:36]=[CH:37][CH:38]=1.